Dataset: Catalyst prediction with 721,799 reactions and 888 catalyst types from USPTO. Task: Predict which catalyst facilitates the given reaction. (1) Reactant: [Cl:1][C:2]1[CH:10]=[CH:9][C:8]([C:11]([F:14])([F:13])[F:12])=[CH:7][C:3]=1[C:4]([OH:6])=[O:5].[C:15](Cl)(=O)C(Cl)=O.CO. Product: [Cl:1][C:2]1[CH:10]=[CH:9][C:8]([C:11]([F:12])([F:13])[F:14])=[CH:7][C:3]=1[C:4]([O:6][CH3:15])=[O:5]. The catalyst class is: 120. (2) Reactant: O.[NH2:2][NH2:3].[CH:4]1[CH:9]=[C:8]([CH:10]([CH:13]=O)[CH:11]=O)[N:7]=[CH:6][CH:5]=1.CCCCCC. Product: [NH:2]1[CH:13]=[C:10]([C:8]2[CH:9]=[CH:4][CH:5]=[CH:6][N:7]=2)[CH:11]=[N:3]1. The catalyst class is: 8. (3) Reactant: C[O:2][C:3](=[O:27])[C@@H:4]([NH:14][CH:15]([C:20]1[CH:25]=[CH:24][C:23]([F:26])=[CH:22][CH:21]=1)[C:16]([F:19])([F:18])[F:17])[CH2:5][CH2:6][S:7][C:8]1[CH:13]=[CH:12][CH:11]=[CH:10][N:9]=1.[OH-].[Na+]. Product: [N:9]1[CH:10]=[CH:11][CH:12]=[CH:13][C:8]=1[S:7][CH2:6][CH2:5][C@H:4]([NH:14][CH:15]([C:20]1[CH:25]=[CH:24][C:23]([F:26])=[CH:22][CH:21]=1)[C:16]([F:19])([F:17])[F:18])[C:3]([OH:27])=[O:2]. The catalyst class is: 5. (4) Reactant: Cl[C:2]1[N:7]=[C:6](Cl)[N:5]=[C:4](Cl)[N:3]=1.[OH:10][C:11]1[CH:12]=[C:13](B(O)O)[CH:14]=[C:15]([OH:17])[CH:16]=1.[C:21](=[O:24])([O-])[O-].[K+].[K+]. Product: [N:3]1[C:4]([C:13]2[CH:14]=[C:15]([OH:17])[CH:16]=[C:11]([OH:10])[CH:12]=2)=[N:5][C:6]([C:13]2[CH:14]=[C:15]([OH:17])[CH:16]=[C:11]([OH:10])[CH:12]=2)=[N:7][C:2]=1[C:15]1[CH:14]=[C:21]([OH:24])[CH:12]=[C:11]([OH:10])[CH:16]=1. The catalyst class is: 274. (5) Reactant: [Cl:1][C:2]1[CH:12]=[CH:11][C:10]([CH2:13][NH:14][C:15](=[O:20])[C:16]([F:19])([F:18])[F:17])=[CH:9][C:3]=1[C:4]([N:6]=[C:7]=[O:8])=O.[Cl:21][C:22]1[CH:27]=[CH:26][C:25]([NH:28][NH:29]C(OC(C)(C)C)=O)=[CH:24][C:23]=1[CH3:37].FC(F)(F)C(O)=O. Product: [Cl:1][C:2]1[CH:12]=[CH:11][C:10]([CH2:13][NH:14][C:15](=[O:20])[C:16]([F:19])([F:18])[F:17])=[CH:9][C:3]=1[C:4]1[NH:6][C:7](=[O:8])[N:28]([C:25]2[CH:26]=[CH:27][C:22]([Cl:21])=[C:23]([CH3:37])[CH:24]=2)[N:29]=1. The catalyst class is: 2.